Dataset: Forward reaction prediction with 1.9M reactions from USPTO patents (1976-2016). Task: Predict the product of the given reaction. (1) Given the reactants [CH:1]([C:3]1[CH:13]=[CH:12][C:6]([O:7][CH2:8][C:9]([OH:11])=[O:10])=[CH:5][CH:4]=1)=O.[C:14]1([CH:21]=[CH:20][CH:19]=[C:17]([OH:18])[CH:16]=1)[OH:15].C(N1[C:33]2[C:28](=[CH:29][CH:30]=[C:31]([OH:34])[CH:32]=2)C(C)=CC1(C)C)C, predict the reaction product. The product is: [OH:15][C:14]1[CH:21]=[CH:20][C:19]2[C:1]([C:3]3[CH:13]=[CH:12][C:6]([O:7][CH2:8][C:9]([OH:11])=[O:10])=[CH:5][CH:4]=3)=[C:28]3[C:33]([O:18][C:17]=2[CH:16]=1)=[CH:32][C:31](=[O:34])[CH:30]=[CH:29]3. (2) Given the reactants [CH3:1][C:2]1[CH:3]=[CH:4][CH:5]=[C:6]2[C:11]=1[N:10]=[C:9]([C:12]1[CH:17]=[CH:16][CH:15]=[CH:14][CH:13]=1)[C:8]([CH:18]=O)=[CH:7]2.C([Sn](Cl)(Cl)CCCC)CCC.C1([SiH3])C=CC=CC=1.[NH2:38][C:39]1[CH:40]=[C:41]2[C:46](=[CH:47][CH:48]=1)[N:45]=[CH:44][CH:43]=[N:42]2, predict the reaction product. The product is: [CH3:1][C:2]1[CH:3]=[CH:4][CH:5]=[C:6]2[C:11]=1[N:10]=[C:9]([C:12]1[CH:17]=[CH:16][CH:15]=[CH:14][CH:13]=1)[C:8]([CH2:18][NH:38][C:39]1[CH:40]=[C:41]3[C:46](=[CH:47][CH:48]=1)[N:45]=[CH:44][CH:43]=[N:42]3)=[CH:7]2. (3) Given the reactants [CH3:1][O:2][C:3]([C:5]1[CH:10]=[CH:9][C:8](B(O)O)=[CH:7][CH:6]=1)=[O:4].C(N(CC)CC)C.[NH2:21][C:22]1[CH:27]=[CH:26][C:25]([CH:28]([CH3:42])[C:29]([C:35]2[CH:40]=[CH:39][N:38]=[C:37]([Cl:41])[CH:36]=2)([OH:34])[C:30]([F:33])([F:32])[F:31])=[C:24]([Cl:43])[CH:23]=1, predict the reaction product. The product is: [CH3:1][O:2][C:3](=[O:4])[C:5]1[CH:10]=[CH:9][C:8]([NH:21][C:22]2[CH:27]=[CH:26][C:25]([CH:28]([CH3:42])[C:29]([C:35]3[CH:40]=[CH:39][N:38]=[C:37]([Cl:41])[CH:36]=3)([OH:34])[C:30]([F:31])([F:32])[F:33])=[C:24]([Cl:43])[CH:23]=2)=[CH:7][CH:6]=1.